Dataset: Peptide-MHC class II binding affinity with 134,281 pairs from IEDB. Task: Regression. Given a peptide amino acid sequence and an MHC pseudo amino acid sequence, predict their binding affinity value. This is MHC class II binding data. (1) The binding affinity (normalized) is 0. The MHC is HLA-DPA10103-DPB10301 with pseudo-sequence HLA-DPA10103-DPB10301. The peptide sequence is GAMAKKGDEQKLRSA. (2) The peptide sequence is IQSIPFVHLGHRDNI. The MHC is HLA-DPA10103-DPB10201 with pseudo-sequence HLA-DPA10103-DPB10201. The binding affinity (normalized) is 0.548.